Predict the reaction yield, written as a fraction of the theoretical maximum amount of product (1.0 means a 100% yield; for example, 0.34 means a 34% yield). From a dataset of Buchwald-Hartwig C-N cross coupling reaction yields with 55,370 reactions. (1) The reactants are FC(F)(F)c1ccc(I)cc1.Cc1ccc(N)cc1.O=S(=O)(O[Pd]1c2ccccc2-c2ccccc2N~1)C(F)(F)F.COc1ccc(OC)c(P([C@]23C[C@H]4C[C@H](C[C@H](C4)C2)C3)[C@]23C[C@H]4C[C@H](C[C@H](C4)C2)C3)c1-c1c(C(C)C)cc(C(C)C)cc1C(C)C.CN1CCCN2CCCN=C12.CCOC(=O)c1cc(C)on1. No catalyst specified. The product is Cc1ccc(Nc2ccc(C(F)(F)F)cc2)cc1. The yield is 0.489. (2) The reactants are Ic1cccnc1.Cc1ccc(N)cc1.O=S(=O)(O[Pd]1c2ccccc2-c2ccccc2N~1)C(F)(F)F.COc1ccc(OC)c(P(C(C)(C)C)C(C)(C)C)c1-c1c(C(C)C)cc(C(C)C)cc1C(C)C.CCN=P(N=P(N(C)C)(N(C)C)N(C)C)(N(C)C)N(C)C.CCOC(=O)c1cnoc1C. No catalyst specified. The product is Cc1ccc(Nc2cccnc2)cc1. The yield is 0.181.